This data is from Peptide-MHC class I binding affinity with 185,985 pairs from IEDB/IMGT. The task is: Regression. Given a peptide amino acid sequence and an MHC pseudo amino acid sequence, predict their binding affinity value. This is MHC class I binding data. (1) The peptide sequence is HPLSHFVNL. The MHC is HLA-A02:02 with pseudo-sequence HLA-A02:02. The binding affinity (normalized) is 0.0433. (2) The peptide sequence is WRFDSRLAF. The MHC is HLA-B07:02 with pseudo-sequence HLA-B07:02. The binding affinity (normalized) is 0.0767.